From a dataset of Forward reaction prediction with 1.9M reactions from USPTO patents (1976-2016). Predict the product of the given reaction. (1) Given the reactants C(OC([N:8]1[CH2:11][C:10]2([CH2:14][CH:13]([NH:15][C:16]3[C:21]([C:22]4[CH:27]=[CH:26][C:25]([O:28][C:29]5[CH:34]=[CH:33][CH:32]=[CH:31][CH:30]=5)=[CH:24][CH:23]=4)=[C:20]([NH2:35])[N:19]=[CH:18][N:17]=3)[CH2:12]2)[CH2:9]1)=O)(C)(C)C.Cl, predict the reaction product. The product is: [O:28]([C:25]1[CH:24]=[CH:23][C:22]([C:21]2[C:16]([NH:15][CH:13]3[CH2:14][C:10]4([CH2:9][NH:8][CH2:11]4)[CH2:12]3)=[N:17][CH:18]=[N:19][C:20]=2[NH2:35])=[CH:27][CH:26]=1)[C:29]1[CH:30]=[CH:31][CH:32]=[CH:33][CH:34]=1. (2) Given the reactants [Cl:1][C:2]1[CH:11]=[C:10]2[C:5]([C:6]([N:12]3[CH2:17][CH2:16][NH:15][CH2:14][CH2:13]3)=[CH:7][CH:8]=[N:9]2)=[CH:4][CH:3]=1.[F:18][C:19]1[CH:24]=[CH:23][C:22]([NH:25][C:26]([NH:28][O:29][CH3:30])=S)=[CH:21][CH:20]=1.I([O-])(=O)(=O)=O.[Na+], predict the reaction product. The product is: [Cl:1][C:2]1[CH:11]=[C:10]2[C:5]([C:6]([N:12]3[CH2:17][CH2:16][N:15]([C:26](=[N:28][O:29][CH3:30])[NH:25][C:22]4[CH:21]=[CH:20][C:19]([F:18])=[CH:24][CH:23]=4)[CH2:14][CH2:13]3)=[CH:7][CH:8]=[N:9]2)=[CH:4][CH:3]=1.